This data is from Kir2.1 potassium channel HTS with 301,493 compounds. The task is: Binary Classification. Given a drug SMILES string, predict its activity (active/inactive) in a high-throughput screening assay against a specified biological target. The drug is s1c2c(nc1NC(=O)CSc1oc(nn1)CNC(=O)c1cc(OC)c(OC)cc1)cccc2. The result is 0 (inactive).